Dataset: Reaction yield outcomes from USPTO patents with 853,638 reactions. Task: Predict the reaction yield, written as a fraction of the theoretical maximum amount of product (1.0 means a 100% yield; for example, 0.34 means a 34% yield). (1) The reactants are [F:1][C:2]1[CH:7]=[CH:6][C:5]([F:8])=[CH:4][C:3]=1[S:9]([NH:12][C:13]1[CH:14]=[C:15]([CH:20]=[CH:21][C:22]=1[F:23])[C:16]([O:18]C)=O)(=[O:11])=[O:10].[Li+].C[Si]([N-][Si](C)(C)C)(C)C.[Cl:34][C:35]1[N:40]=[C:39]([CH3:41])[CH:38]=[CH:37][N:36]=1. The catalyst is C1COCC1. The product is [Cl:34][C:35]1[N:40]=[C:39]([CH2:41][C:16]([C:15]2[CH:20]=[CH:21][C:22]([F:23])=[C:13]([NH:12][S:9]([C:3]3[CH:4]=[C:5]([F:8])[CH:6]=[CH:7][C:2]=3[F:1])(=[O:10])=[O:11])[CH:14]=2)=[O:18])[CH:38]=[CH:37][N:36]=1. The yield is 0.608. (2) The reactants are C(OC([N:8]1[CH2:12][CH2:11][CH2:10][CH:9]1[C:13]1[NH:14][C:15]([C:18]2[CH:23]=[CH:22][C:21]([C:24]3[CH:33]=[CH:32][C:31]4[C:26](=[CH:27][CH:28]=[C:29]([C:34]5[NH:35][C:36]([CH:39]6[CH2:43][CH2:42][CH2:41][N:40]6[C:44](=[O:54])[CH:45]([NH:49][C:50]([O:52][CH3:53])=[O:51])[CH:46]([CH3:48])[CH3:47])=[N:37][CH:38]=5)[CH:30]=4)[CH:25]=3)=[CH:20][CH:19]=2)=[CH:16][N:17]=1)=O)(C)(C)C.Cl.[CH3:56][O:57][C:58]([NH:60][CH:61]([C:65]1[CH:70]=[CH:69][CH:68]=[CH:67][N:66]=1)[C:62](O)=[O:63])=[O:59].CN(C(ON1N=NC2C=CC=NC1=2)=[N+](C)C)C.F[P-](F)(F)(F)(F)F.CCN(C(C)C)C(C)C.[Li+].[OH-]. The catalyst is C(Cl)Cl.CO. The product is [CH3:53][O:52][C:50](=[O:51])[NH:49][CH:45]([C:44]([N:40]1[CH2:41][CH2:42][CH2:43][CH:39]1[C:36]1[NH:35][C:34]([C:29]2[CH:28]=[CH:27][C:26]3[C:31](=[CH:32][CH:33]=[C:24]([C:21]4[CH:22]=[CH:23][C:18]([C:15]5[NH:14][C:13]([CH:9]6[CH2:10][CH2:11][CH2:12][N:8]6[C:62](=[O:63])[CH:61]([NH:60][C:58]([O:57][CH3:56])=[O:59])[C:65]6[CH:70]=[CH:69][CH:68]=[CH:67][N:66]=6)=[N:17][CH:16]=5)=[CH:19][CH:20]=4)[CH:25]=3)[CH:30]=2)=[CH:38][N:37]=1)=[O:54])[CH:46]([CH3:47])[CH3:48]. The yield is 0.220. (3) The reactants are [F:1][C:2]1[CH:3]=[C:4]([C:10]2[C:11]([C:17]3[CH:22]=[CH:21][C:20]([O:23][CH3:24])=[CH:19][CH:18]=3)=[CH:12][C:13](=[O:16])[NH:14][N:15]=2)[CH:5]=[CH:6][C:7]=1[O:8][CH3:9].[CH2:25](Br)[CH:26]([CH3:28])[CH3:27]. No catalyst specified. The product is [F:1][C:2]1[CH:3]=[C:4]([C:10]2[C:11]([C:17]3[CH:18]=[CH:19][C:20]([O:23][CH3:24])=[CH:21][CH:22]=3)=[CH:12][C:13](=[O:16])[N:14]([CH2:25][CH:26]([CH3:28])[CH3:27])[N:15]=2)[CH:5]=[CH:6][C:7]=1[O:8][CH3:9]. The yield is 0.913. (4) The reactants are Br[C:2]1[CH:3]=[C:4]2[C:9](=[CH:10][CH:11]=1)[N:8]=[CH:7][C:6]([C:12]([CH:14]1[CH2:16][CH2:15]1)=[O:13])=[C:5]2[NH:17][C:18]1[CH:19]=[N:20][N:21]([CH:23]2[CH2:28][CH2:27][N:26]([C:29]([O:31][C:32]([CH3:35])([CH3:34])[CH3:33])=[O:30])[CH2:25][CH2:24]2)[CH:22]=1.[Cl:36][C:37]1[CH:42]=[C:41](B2OC(C)(C)C(C)(C)O2)[CH:40]=[C:39]([F:52])[C:38]=1[OH:53]. No catalyst specified. The product is [Cl:36][C:37]1[CH:42]=[C:41]([C:2]2[CH:3]=[C:4]3[C:9](=[CH:10][CH:11]=2)[N:8]=[CH:7][C:6]([C:12]([CH:14]2[CH2:16][CH2:15]2)=[O:13])=[C:5]3[NH:17][C:18]2[CH:19]=[N:20][N:21]([CH:23]3[CH2:24][CH2:25][N:26]([C:29]([O:31][C:32]([CH3:35])([CH3:33])[CH3:34])=[O:30])[CH2:27][CH2:28]3)[CH:22]=2)[CH:40]=[C:39]([F:52])[C:38]=1[OH:53]. The yield is 0.990. (5) The reactants are [NH2:1][C:2]1[S:6][N:5]=[C:4]([CH3:7])[C:3]=1[C:8]([NH:10][C:11]1[CH:16]=[CH:15][CH:14]=[CH:13][C:12]=1[CH2:17][CH3:18])=[O:9].Cl[C:20]1[N:25]=[CH:24][N:23]=[C:22]([NH:26][CH3:27])[CH:21]=1.C(=O)([O-])[O-].[Cs+].[Cs+].CC1(C)C2C(=C(P(C3C=CC=CC=3)C3C=CC=CC=3)C=CC=2)OC2C(P(C3C=CC=CC=3)C3C=CC=CC=3)=CC=CC1=2. The catalyst is O1CCOCC1.CN(C=O)C.C([O-])(=O)C.[Pd+2].C([O-])(=O)C. The product is [CH2:17]([C:12]1[CH:13]=[CH:14][CH:15]=[CH:16][C:11]=1[NH:10][C:8]([C:3]1[C:4]([CH3:7])=[N:5][S:6][C:2]=1[NH:1][C:20]1[CH:21]=[C:22]([NH:26][CH3:27])[N:23]=[CH:24][N:25]=1)=[O:9])[CH3:18]. The yield is 0.0500. (6) The reactants are [Br:1][C:2]1[CH:7]=[CH:6][CH:5]=[CH:4][C:3]=1[CH2:8][CH2:9][C:10]([OH:12])=O.S(Cl)(Cl)=O.[Cl-].[Al+3].[Cl-].[Cl-]. The catalyst is ClCCCl.ClCCl. The product is [Br:1][C:2]1[CH:7]=[CH:6][CH:5]=[C:4]2[C:3]=1[CH2:8][CH2:9][C:10]2=[O:12]. The yield is 0.860.